This data is from Forward reaction prediction with 1.9M reactions from USPTO patents (1976-2016). The task is: Predict the product of the given reaction. (1) The product is: [CH2:7]([O:8][C:17]([N:44]1[CH:43]([C:45]([OH:47])=[O:46])[CH2:42][S:41][C@@H:40]1[C:38]1[CH:37]=[N:36][CH:35]=[N:34][CH:39]=1)=[O:16])[C:1]1[CH:6]=[CH:5][CH:4]=[CH:3][CH:2]=1. Given the reactants [C:1]1([CH2:7][OH:8])[CH:6]=[CH:5][CH:4]=[CH:3][CH:2]=1.C(N(CC)CC)C.[O:16]=[C:17]1CCC(=O)N1OC(=O)ON1C(=O)CCC1=O.[N:34]1[CH:39]=[C:38]([C@@H:40]2[NH:44][CH:43]([C:45]([OH:47])=[O:46])[CH2:42][S:41]2)[CH:37]=[N:36][CH:35]=1, predict the reaction product. (2) Given the reactants [CH3:1][O:2][C:3](=[O:30])[CH2:4][CH2:5][CH2:6][CH2:7][CH2:8][O:9][C:10]1[CH:11]=[CH:12][C:13]2[N:17]=[C:16]([S:18][CH2:19][CH2:20][CH3:21])[N:15]([C:22]3[CH:27]=[CH:26][C:25]([CH3:28])=[CH:24][CH:23]=3)[C:14]=2[CH:29]=1.ClC1C=CC=C(C(OO)=[O:39])C=1.S(OS([O-])=O)([O-])=O.[Na+].[Na+], predict the reaction product. The product is: [CH3:1][O:2][C:3](=[O:30])[CH2:4][CH2:5][CH2:6][CH2:7][CH2:8][O:9][C:10]1[CH:11]=[CH:12][C:13]2[N:17]=[C:16]([S:18]([CH2:19][CH2:20][CH3:21])=[O:39])[N:15]([C:22]3[CH:23]=[CH:24][C:25]([CH3:28])=[CH:26][CH:27]=3)[C:14]=2[CH:29]=1.